From a dataset of Forward reaction prediction with 1.9M reactions from USPTO patents (1976-2016). Predict the product of the given reaction. (1) Given the reactants C([O:3][C:4](=[O:43])[CH2:5][N:6]([S:30]([N:33]1[C:42]2[C:37](=[CH:38][CH:39]=[CH:40][CH:41]=2)[CH2:36][CH2:35][CH2:34]1)(=[O:32])=[O:31])[CH2:7][C:8]1[CH:13]=[CH:12][C:11]([O:14][CH2:15][CH2:16][C:17]2[N:18]=[C:19]([C:23]3[CH:28]=[CH:27][C:26]([CH3:29])=[CH:25][CH:24]=3)[O:20][C:21]=2[CH3:22])=[CH:10][CH:9]=1)C.O.[OH-].[Li+], predict the reaction product. The product is: [N:33]1([S:30]([N:6]([CH2:5][C:4]([OH:43])=[O:3])[CH2:7][C:8]2[CH:9]=[CH:10][C:11]([O:14][CH2:15][CH2:16][C:17]3[N:18]=[C:19]([C:23]4[CH:28]=[CH:27][C:26]([CH3:29])=[CH:25][CH:24]=4)[O:20][C:21]=3[CH3:22])=[CH:12][CH:13]=2)(=[O:31])=[O:32])[C:42]2[C:37](=[CH:38][CH:39]=[CH:40][CH:41]=2)[CH2:36][CH2:35][CH2:34]1. (2) Given the reactants C(O)(C(F)(F)F)=O.C(OC([NH:15][C:16]1[CH:21]=[CH:20][C:19]([C:22]2[CH2:26][N:25](C(OC(C)(C)C)=O)[C:24](=[O:34])[CH:23]=2)=[CH:18][C:17]=1[O:35][CH3:36])=O)(C)(C)C, predict the reaction product. The product is: [NH2:15][C:16]1[CH:21]=[CH:20][C:19]([C:22]2[CH2:26][NH:25][C:24](=[O:34])[CH:23]=2)=[CH:18][C:17]=1[O:35][CH3:36]. (3) Given the reactants Br[C:2]1[CH:11]=[CH:10][CH:9]=[C:8]2[C:3]=1[CH2:4][CH2:5][N:6]1[C:16](=[O:17])[CH2:15][N:14]=[C:13]([C:18]3[S:19][CH:20]=[CH:21][CH:22]=3)[CH:12]=[C:7]12.[CH3:23][N:24](C=O)C, predict the reaction product. The product is: [O:17]=[C:16]1[N:6]2[CH2:5][CH2:4][C:3]3[C:2]([C:23]#[N:24])=[CH:11][CH:10]=[CH:9][C:8]=3[C:7]2=[CH:12][C:13]([C:18]2[S:19][CH:20]=[CH:21][CH:22]=2)=[N:14][CH2:15]1. (4) Given the reactants FC1C=C(C2N=C(SC)N=C(N3CCOC[C@@H]3C)C=2)C=NC=1.Cl[C:24]1[N:29]=[C:28]([N:30]2[CH2:35][CH2:34][O:33][CH2:32][C@@H:31]2[CH3:36])[CH:27]=[C:26]([C:37]2[CH:42]=[CH:41][CH:40]=[CH:39][N:38]=2)[N:25]=1.[OH:43][CH2:44][CH2:45][NH:46][C:47]([NH:49][C:50]1[CH:55]=[CH:54][C:53](B2OC(C)(C)C(C)(C)O2)=[CH:52][CH:51]=1)=[O:48], predict the reaction product. The product is: [OH:43][CH2:44][CH2:45][NH:46][C:47]([NH:49][C:50]1[CH:55]=[CH:54][C:53]([C:24]2[N:29]=[C:28]([N:30]3[CH2:35][CH2:34][O:33][CH2:32][C@@H:31]3[CH3:36])[CH:27]=[C:26]([C:37]3[CH:42]=[CH:41][CH:40]=[CH:39][N:38]=3)[N:25]=2)=[CH:52][CH:51]=1)=[O:48].